This data is from Experimentally validated miRNA-target interactions with 360,000+ pairs, plus equal number of negative samples. The task is: Binary Classification. Given a miRNA mature sequence and a target amino acid sequence, predict their likelihood of interaction. (1) The miRNA is mmu-miR-879-5p with sequence AGAGGCUUAUAGCUCUAAGCC. The protein sequence of the target gene is MAHTAAERPPEETLSLWKGEQARLKARVVDRDTEAWQRDPSFSGLQKVGGVDVSFVKGDSVRACASLVVLSYPELKVVYEDSRMVGLKAPYVSGFLAFREVPFLVELVQRLQEKEPDLMPQVVLVDGNGVLHQRGFGVACHLGVLTELPCIGVAKKLLQVDGLENNALHKEKIVLLQAGGDTFPLIGSSGTVLGMALRSHDHSTKPLYVSVGHRISLEVAVRLTHHCCRFRIPEPIRQADIRSREYIRRTLGQLGVAPAQRKDRSQKEQRPNACPQGGPGALADQGRPPECDGRDSSSDR.... Result: 0 (no interaction). (2) The miRNA is mmu-miR-26a-5p with sequence UUCAAGUAAUCCAGGAUAGGCU. The protein sequence of the target gene is MFRFMRDVEPEDPMFLMDPFAIHRQHMSRMLSGGFGYSPFLSITDGNMPATRPASRRMQAGAVSPFGMLGMSGGFMDMFGMMNDMIGNMEHMAAGGNCQTFSSSTVISYSNTGDGAPKVYQETSEMRSAPGGIRETRRTVRDSDSGLEQMSIGHHIRDRAHILQRSRNHRTGDQEERQDYINLDESEAAAFDDEWRRETSRYRQQRPLEFRRHEASVGGGRRAEGPPRLAIQGPEDSPSRQSRRYDW. Result: 1 (interaction). (3) The miRNA is hsa-miR-149-5p with sequence UCUGGCUCCGUGUCUUCACUCCC. The protein sequence of the target gene is MELSADYLREKLRQDLEAEHVEVEDTTLNRCATSFRVLVVSAKFEGKPLLQRHRLVNECLAEELPHIHAFEQKTLTPEQWTRQRRE. Result: 0 (no interaction).